From a dataset of Reaction yield outcomes from USPTO patents with 853,638 reactions. Predict the reaction yield, written as a fraction of the theoretical maximum amount of product (1.0 means a 100% yield; for example, 0.34 means a 34% yield). The reactants are [H-].C([Al+]CC(C)C)C(C)C.[F:11][C:12](=[CH:18][C:19]1[CH:24]=[CH:23][C:22]([C:25]2[N:30]=[CH:29][CH:28]=[CH:27][N:26]=2)=[CH:21][CH:20]=1)[C:13](OCC)=[O:14]. The catalyst is C(Cl)Cl. The product is [F:11][C:12](=[CH:18][C:19]1[CH:20]=[CH:21][C:22]([C:25]2[N:26]=[CH:27][CH:28]=[CH:29][N:30]=2)=[CH:23][CH:24]=1)[CH2:13][OH:14]. The yield is 0.980.